This data is from Peptide-MHC class I binding affinity with 185,985 pairs from IEDB/IMGT. The task is: Regression. Given a peptide amino acid sequence and an MHC pseudo amino acid sequence, predict their binding affinity value. This is MHC class I binding data. (1) The peptide sequence is PTLYVKALTK. The MHC is HLA-A03:01 with pseudo-sequence HLA-A03:01. The binding affinity (normalized) is 0.647. (2) The peptide sequence is TTRAWFDKK. The MHC is HLA-A68:02 with pseudo-sequence HLA-A68:02. The binding affinity (normalized) is 0. (3) The peptide sequence is YVKNGTKGKL. The MHC is HLA-A02:02 with pseudo-sequence HLA-A02:02. The binding affinity (normalized) is 0.200. (4) The peptide sequence is SPMETTAEF. The MHC is HLA-B07:02 with pseudo-sequence HLA-B07:02. The binding affinity (normalized) is 0.823. (5) The MHC is HLA-A30:01 with pseudo-sequence HLA-A30:01. The binding affinity (normalized) is 0.0847. The peptide sequence is DWSGYSGSF. (6) The peptide sequence is GGKKKYKL. The MHC is HLA-B40:02 with pseudo-sequence HLA-B40:02. The binding affinity (normalized) is 0. (7) The peptide sequence is YTGDFDSVI. The binding affinity (normalized) is 0. The MHC is HLA-B54:01 with pseudo-sequence HLA-B54:01. (8) The peptide sequence is GSVNVVYTF. The MHC is HLA-A29:02 with pseudo-sequence HLA-A29:02. The binding affinity (normalized) is 0.192. (9) The peptide sequence is IVTRIVELL. The MHC is HLA-B44:02 with pseudo-sequence HLA-B44:02. The binding affinity (normalized) is 0.0698.